Dataset: NCI-60 drug combinations with 297,098 pairs across 59 cell lines. Task: Regression. Given two drug SMILES strings and cell line genomic features, predict the synergy score measuring deviation from expected non-interaction effect. (1) Drug 2: CC1C(C(CC(O1)OC2CC(CC3=C2C(=C4C(=C3O)C(=O)C5=C(C4=O)C(=CC=C5)OC)O)(C(=O)CO)O)N)O.Cl. Drug 1: C(CC(=O)O)C(=O)CN.Cl. Synergy scores: CSS=33.7, Synergy_ZIP=-5.30, Synergy_Bliss=-8.60, Synergy_Loewe=-5.90, Synergy_HSA=-5.43. Cell line: HCC-2998. (2) Drug 1: CC1=C(C=C(C=C1)NC(=O)C2=CC=C(C=C2)CN3CCN(CC3)C)NC4=NC=CC(=N4)C5=CN=CC=C5. Drug 2: CC1=C(C(=CC=C1)Cl)NC(=O)C2=CN=C(S2)NC3=CC(=NC(=N3)C)N4CCN(CC4)CCO. Cell line: K-562. Synergy scores: CSS=90.3, Synergy_ZIP=9.09, Synergy_Bliss=10.7, Synergy_Loewe=4.57, Synergy_HSA=7.68. (3) Drug 1: CC1=CC2C(CCC3(C2CCC3(C(=O)C)OC(=O)C)C)C4(C1=CC(=O)CC4)C. Drug 2: CC12CCC3C(C1CCC2OP(=O)(O)O)CCC4=C3C=CC(=C4)OC(=O)N(CCCl)CCCl.[Na+]. Cell line: MALME-3M. Synergy scores: CSS=-6.85, Synergy_ZIP=0.0208, Synergy_Bliss=-6.51, Synergy_Loewe=-12.1, Synergy_HSA=-10.9. (4) Drug 1: C1=NC2=C(N=C(N=C2N1C3C(C(C(O3)CO)O)F)Cl)N. Drug 2: CC=C1C(=O)NC(C(=O)OC2CC(=O)NC(C(=O)NC(CSSCCC=C2)C(=O)N1)C(C)C)C(C)C. Cell line: LOX IMVI. Synergy scores: CSS=32.1, Synergy_ZIP=-1.20, Synergy_Bliss=-4.22, Synergy_Loewe=-48.6, Synergy_HSA=-3.65. (5) Drug 1: CC1=C2C(C(=O)C3(C(CC4C(C3C(C(C2(C)C)(CC1OC(=O)C(C(C5=CC=CC=C5)NC(=O)OC(C)(C)C)O)O)OC(=O)C6=CC=CC=C6)(CO4)OC(=O)C)OC)C)OC. Drug 2: CCC1(C2=C(COC1=O)C(=O)N3CC4=CC5=C(C=CC(=C5CN(C)C)O)N=C4C3=C2)O.Cl. Cell line: CCRF-CEM. Synergy scores: CSS=82.4, Synergy_ZIP=-1.79, Synergy_Bliss=-4.30, Synergy_Loewe=-5.99, Synergy_HSA=-2.19. (6) Drug 1: CCC1=C2CN3C(=CC4=C(C3=O)COC(=O)C4(CC)O)C2=NC5=C1C=C(C=C5)O. Drug 2: C1CC(=O)NC(=O)C1N2C(=O)C3=CC=CC=C3C2=O. Cell line: OVCAR3. Synergy scores: CSS=31.5, Synergy_ZIP=0.828, Synergy_Bliss=1.41, Synergy_Loewe=-76.6, Synergy_HSA=-2.61. (7) Synergy scores: CSS=25.7, Synergy_ZIP=-5.77, Synergy_Bliss=1.68, Synergy_Loewe=-1.69, Synergy_HSA=3.45. Drug 2: C1=CC(=CC=C1CC(C(=O)O)N)N(CCCl)CCCl.Cl. Cell line: NCI-H522. Drug 1: CN1CCC(CC1)COC2=C(C=C3C(=C2)N=CN=C3NC4=C(C=C(C=C4)Br)F)OC. (8) Drug 1: CC1CCC2CC(C(=CC=CC=CC(CC(C(=O)C(C(C(=CC(C(=O)CC(OC(=O)C3CCCCN3C(=O)C(=O)C1(O2)O)C(C)CC4CCC(C(C4)OC)OCCO)C)C)O)OC)C)C)C)OC. Drug 2: C1=NNC2=C1C(=O)NC=N2. Cell line: OVCAR3. Synergy scores: CSS=9.41, Synergy_ZIP=0.114, Synergy_Bliss=0.904, Synergy_Loewe=-18.3, Synergy_HSA=-2.71.